From a dataset of Full USPTO retrosynthesis dataset with 1.9M reactions from patents (1976-2016). Predict the reactants needed to synthesize the given product. (1) Given the product [N:31]1([C:16]2[CH:17]=[CH:18][C:13]([C:12]([NH:11][C:9]([NH:8][C:6](=[O:7])[C:5]3[CH:25]=[CH:26][C:2]([N:31]4[CH:35]=[CH:34][N:33]=[CH:32]4)=[C:3]([C:27]([F:30])([F:29])[F:28])[CH:4]=3)=[NH:10])=[O:24])=[CH:14][C:15]=2[C:20]([F:21])([F:23])[F:22])[CH:35]=[CH:34][N:33]=[CH:32]1, predict the reactants needed to synthesize it. The reactants are: F[C:2]1[CH:26]=[CH:25][C:5]([C:6]([NH:8][C:9]([NH:11][C:12](=[O:24])[C:13]2[CH:18]=[CH:17][C:16](F)=[C:15]([C:20]([F:23])([F:22])[F:21])[CH:14]=2)=[NH:10])=[O:7])=[CH:4][C:3]=1[C:27]([F:30])([F:29])[F:28].[NH:31]1[CH:35]=[CH:34][N:33]=[CH:32]1.C(=O)([O-])[O-].[K+].[K+]. (2) Given the product [CH3:35][O:36][C:37]1[CH:38]=[C:39]([C:2]2[C:10]3[C:5](=[N:6][C:7]([CH3:22])=[CH:8][C:9]=3[NH:11][S:12]([C:15]3[CH:20]=[CH:19][CH:18]=[C:17]([Cl:21])[CH:16]=3)(=[O:13])=[O:14])[S:4][C:3]=2[C:23]2[CH:27]=[N:26][NH:25][CH:24]=2)[CH:40]=[C:41]([O:43][CH3:44])[CH:42]=1, predict the reactants needed to synthesize it. The reactants are: Br[C:2]1[C:10]2[C:5](=[N:6][C:7]([CH3:22])=[CH:8][C:9]=2[NH:11][S:12]([C:15]2[CH:20]=[CH:19][CH:18]=[C:17]([Cl:21])[CH:16]=2)(=[O:14])=[O:13])[S:4][C:3]=1[C:23]1[CH:24]=[N:25][N:26](C(OC(C)(C)C)=O)[CH:27]=1.[CH3:35][O:36][C:37]1[CH:38]=[C:39](B2OC(C)(C)C(C)(C)O2)[CH:40]=[C:41]([O:43][CH3:44])[CH:42]=1.C(=O)([O-])[O-].[K+].[K+].O1CCOCC1. (3) Given the product [C:3]([O:6][C@@H:7]1[C@H:11]([O:12][C:13](=[O:15])[CH3:14])[C@@H:10]([CH2:16][O:17][C:18](=[O:20])[CH3:19])[O:9][C@H:8]1[N:21]1[C:40]2[N:39]=[C:28]([NH:29][CH3:30])[NH:27][C:25](=[O:26])[C:24]=2[N:23]=[CH:22]1)(=[O:5])[CH3:4], predict the reactants needed to synthesize it. The reactants are: [BH4-].[Na+].[C:3]([O:6][C@@H:7]1[C@H:11]([O:12][C:13](=[O:15])[CH3:14])[C@@H:10]([CH2:16][O:17][C:18](=[O:20])[CH3:19])[O:9][C@H:8]1[N:21]1[C:40]2[N:39]=[C:28]([NH:29][CH2:30]SC3C=CC(C)=CC=3)[NH:27][C:25](=[O:26])[C:24]=2[N:23]=[CH:22]1)(=[O:5])[CH3:4].P([O-])(O)(O)=O.[K+].C(Cl)Cl. (4) Given the product [Cl:19][C:14]1[CH:15]=[CH:16][CH:17]=[CH:18][C:13]=1[C:3]1[C:2]([Cl:1])=[CH:7][C:6]([C:8]([N:30]2[C:31]3[CH:37]=[CH:36][CH:35]=[CH:34][C:32]=3[CH2:33][N:27]3[CH:26]=[CH:25][CH:24]=[C:28]3[CH2:29]2)=[O:10])=[C:5]([O:11][CH3:12])[CH:4]=1, predict the reactants needed to synthesize it. The reactants are: [Cl:1][C:2]1[CH:7]=[C:6]([C:8]([OH:10])=O)[C:5]([O:11][CH3:12])=[CH:4][C:3]=1[C:13]1[CH:18]=[CH:17][CH:16]=[CH:15][C:14]=1[Cl:19].S(Cl)(Cl)=O.[CH:24]1[CH:25]=[CH:26][N:27]2[CH2:33][C:32]3[CH:34]=[CH:35][CH:36]=[CH:37][C:31]=3[NH:30][CH2:29][C:28]=12.C(N(CC)CC)C. (5) Given the product [C:1]([O:5][C:6](=[O:15])[NH:7][C:8]1[CH:13]=[CH:12][C:11]([C:19]#[C:18][CH2:17][CH2:16][N:20]2[CH:24]=[CH:23][N:22]=[N:21]2)=[CH:10][N:9]=1)([CH3:4])([CH3:3])[CH3:2], predict the reactants needed to synthesize it. The reactants are: [C:1]([O:5][C:6](=[O:15])[NH:7][C:8]1[CH:13]=[CH:12][C:11](I)=[CH:10][N:9]=1)([CH3:4])([CH3:3])[CH3:2].[CH2:16]([N:20]1[CH:24]=[CH:23][N:22]=[N:21]1)[CH2:17][C:18]#[CH:19].C(NC(C)C)(C)C.C(OCC)(=O)C. (6) Given the product [CH3:29][O:28][C:25]1[CH:26]=[C:27]2[C:22](=[C:23]([C:30]([NH2:31])=[O:32])[CH:24]=1)[N:21]=[CH:20][N:19]=[C:18]2[NH:17][CH:10]([C:11]1[CH:16]=[CH:15][CH:14]=[CH:13][CH:12]=1)[CH2:9][NH:7][CH3:6], predict the reactants needed to synthesize it. The reactants are: C(O[C:6](=O)[N:7]([CH2:9][CH:10]([NH:17][C:18]1[C:27]2[C:22](=[C:23]([C:30](=[O:32])[NH2:31])[CH:24]=[C:25]([O:28][CH3:29])[CH:26]=2)[N:21]=[CH:20][N:19]=1)[C:11]1[CH:16]=[CH:15][CH:14]=[CH:13][CH:12]=1)C)(C)(C)C.C1COCC1.Cl. (7) Given the product [IH:22].[Br:19][C:14]1[CH:15]=[CH:16][CH:17]=[CH:18][C:13]=1[C@H:12]1[C@@H:8]([C:3]2[CH:4]=[CH:5][CH:6]=[CH:7][C:2]=2[Br:1])[NH:9][C:10]([S:20][CH3:21])=[N:11]1, predict the reactants needed to synthesize it. The reactants are: [Br:1][C:2]1[CH:7]=[CH:6][CH:5]=[CH:4][C:3]=1[C@H:8]1[C@@H:12]([C:13]2[CH:18]=[CH:17][CH:16]=[CH:15][C:14]=2[Br:19])[NH:11][C:10](=[S:20])[NH:9]1.[CH3:21][I:22]. (8) Given the product [CH2:1]([O:3][C:4](=[O:20])[CH:5]([N:7]1[C:12]2[CH:13]=[C:14]([Br:18])[C:15]([F:17])=[CH:16][C:11]=2[O:10][CH2:9][C:8]1=[S:30])[CH3:6])[CH3:2], predict the reactants needed to synthesize it. The reactants are: [CH2:1]([O:3][C:4](=[O:20])[CH:5]([N:7]1[C:12]2[CH:13]=[C:14]([Br:18])[C:15]([F:17])=[CH:16][C:11]=2[O:10][CH2:9][C:8]1=O)[CH3:6])[CH3:2].COC1C=CC(P2(SP(C3C=CC(OC)=CC=3)(=S)S2)=[S:30])=CC=1.